This data is from M1 muscarinic receptor antagonist screen with 61,756 compounds. The task is: Binary Classification. Given a drug SMILES string, predict its activity (active/inactive) in a high-throughput screening assay against a specified biological target. (1) The molecule is O=C(NC1CCN(CC1)Cc1n(nnn1)Cc1ccccc1)c1c(cccc1)C. The result is 0 (inactive). (2) The molecule is Fc1ccc(c2nn(nn2)CC(=O)N(C2CCCC2)CC(=O)NC2CCCC2)cc1. The result is 0 (inactive). (3) The compound is S(=O)(=O)(N1CCCCCC1)c1cc(ccc1)C(=O)Nc1c(C(=O)N2CCCC2)cccc1. The result is 0 (inactive). (4) The compound is o1c(nnc1c1ccncc1)c1ccncc1. The result is 0 (inactive). (5) The drug is Brc1c(c2oc(SCC#CCO)nn2)cccc1. The result is 0 (inactive).